Dataset: Reaction yield outcomes from USPTO patents with 853,638 reactions. Task: Predict the reaction yield, written as a fraction of the theoretical maximum amount of product (1.0 means a 100% yield; for example, 0.34 means a 34% yield). The catalyst is CO. The yield is 0.830. The reactants are [C:1]([NH:8][C@@H:9]([CH2:13][C:14]1[CH:21]=[C:19]([OH:20])[C:17]([OH:18])=[CH:16][CH:15]=1)[C:10]([OH:12])=[O:11])([O:3][C:4]([CH3:7])([CH3:6])[CH3:5])=[O:2].[OH-].[CH2:23]([N+:27]([CH2:36][CH2:37][CH2:38][CH3:39])([CH2:32][CH2:33][CH2:34][CH3:35])[CH2:28][CH2:29][CH2:30][CH3:31])[CH2:24][CH2:25][CH3:26]. The product is [CH2:36]([N+:27]([CH2:23][CH2:24][CH2:25][CH3:26])([CH2:28][CH2:29][CH2:30][CH3:31])[CH2:32][CH2:33][CH2:34][CH3:35])[CH2:37][CH2:38][CH3:39].[OH:20][C:19]1[CH:21]=[C:14]([CH2:13][C@H:9]([NH:8][C:1]([O:3][C:4]([CH3:7])([CH3:6])[CH3:5])=[O:2])[C:10]([O-:12])=[O:11])[CH:15]=[CH:16][C:17]=1[OH:18].